From a dataset of Forward reaction prediction with 1.9M reactions from USPTO patents (1976-2016). Predict the product of the given reaction. (1) Given the reactants [C:1]1([CH2:7][C:8]([O:10][CH2:11][CH3:12])=[O:9])[CH:6]=[CH:5][CH:4]=[CH:3][CH:2]=1.[CH3:13]OC(OC)N(C)C.Cl.[CH2:22]([O:24][C:25](=[O:29])[CH2:26][CH2:27][NH2:28])[CH3:23].C(O[BH-](OC(=O)C)OC(=O)C)(=O)C.[Na+].[OH-].[Na+].[P:46](=[O:50])([OH:49])([OH:48])[OH:47], predict the reaction product. The product is: [P:46]([OH:50])([OH:49])([OH:48])=[O:47].[CH2:22]([O:24][C:25]([CH2:26][CH2:27][NH:28][CH2:13][CH:7]([C:1]1[CH:6]=[CH:5][CH:4]=[CH:3][CH:2]=1)[C:8]([O:10][CH2:11][CH3:12])=[O:9])=[O:29])[CH3:23]. (2) Given the reactants CN(C(ON1N=NC2C=CC=CC1=2)=[N+](C)C)C.[B-](F)(F)(F)F.CN1CCOCC1.Cl.[C:31]1([CH:37]2[CH2:42][N:41]3[CH:43]=[C:44]([C:46]([OH:48])=O)[N:45]=[C:40]3[CH2:39][CH2:38]2)[CH:36]=[CH:35][CH:34]=[CH:33][CH:32]=1.[F:49][C:50]([F:64])([F:63])[C:51]1[CH:52]=[C:53]([N:57]2[CH2:62][CH2:61][NH:60][CH2:59][CH2:58]2)[CH:54]=[CH:55][CH:56]=1, predict the reaction product. The product is: [C:31]1([CH:37]2[CH2:42][N:41]3[CH:43]=[C:44]([C:46]([N:60]4[CH2:59][CH2:58][N:57]([C:53]5[CH:54]=[CH:55][CH:56]=[C:51]([C:50]([F:63])([F:64])[F:49])[CH:52]=5)[CH2:62][CH2:61]4)=[O:48])[N:45]=[C:40]3[CH2:39][CH2:38]2)[CH:32]=[CH:33][CH:34]=[CH:35][CH:36]=1.